From a dataset of Peptide-MHC class I binding affinity with 185,985 pairs from IEDB/IMGT. Regression. Given a peptide amino acid sequence and an MHC pseudo amino acid sequence, predict their binding affinity value. This is MHC class I binding data. The peptide sequence is DTPLIPLTIF. The MHC is HLA-A29:02 with pseudo-sequence HLA-A29:02. The binding affinity (normalized) is 0.